The task is: Regression. Given a peptide amino acid sequence and an MHC pseudo amino acid sequence, predict their binding affinity value. This is MHC class I binding data.. This data is from Peptide-MHC class I binding affinity with 185,985 pairs from IEDB/IMGT. (1) The peptide sequence is KPASRELSV. The MHC is HLA-B54:01 with pseudo-sequence HLA-B54:01. The binding affinity (normalized) is 0.153. (2) The peptide sequence is AFDIASVFF. The MHC is HLA-A03:01 with pseudo-sequence HLA-A03:01. The binding affinity (normalized) is 0.0847. (3) The peptide sequence is RTAIHSLYGR. The MHC is HLA-A11:01 with pseudo-sequence HLA-A11:01. The binding affinity (normalized) is 0.542. (4) The MHC is HLA-A03:01 with pseudo-sequence HLA-A03:01. The binding affinity (normalized) is 0.518. The peptide sequence is LARRPTPKK. (5) The peptide sequence is KEKGGLEGM. The MHC is HLA-B44:03 with pseudo-sequence HLA-B44:03. The binding affinity (normalized) is 0. (6) The peptide sequence is ILRQNMIAL. The MHC is HLA-B51:01 with pseudo-sequence HLA-B51:01. The binding affinity (normalized) is 0.0847.